Dataset: NCI-60 drug combinations with 297,098 pairs across 59 cell lines. Task: Regression. Given two drug SMILES strings and cell line genomic features, predict the synergy score measuring deviation from expected non-interaction effect. Drug 1: C1=C(C(=O)NC(=O)N1)F. Drug 2: CN(C(=O)NC(C=O)C(C(C(CO)O)O)O)N=O. Cell line: NCIH23. Synergy scores: CSS=32.7, Synergy_ZIP=-11.4, Synergy_Bliss=-14.7, Synergy_Loewe=-22.6, Synergy_HSA=-12.8.